This data is from Catalyst prediction with 721,799 reactions and 888 catalyst types from USPTO. The task is: Predict which catalyst facilitates the given reaction. (1) Reactant: Cl[CH2:2][C:3]1[C:4]([CH3:12])=[N:5][C:6]([CH3:11])=[C:7]([CH2:9]Cl)[CH:8]=1.[C-:13]#[N:14].[K+].C[N:17]([CH3:20])C=O. Product: [C:13]([CH2:2][C:3]1[CH:8]=[C:7]([CH2:9][C:20]#[N:17])[C:6]([CH3:11])=[N:5][C:4]=1[CH3:12])#[N:14]. The catalyst class is: 6. (2) Reactant: [H-].[H-].[H-].[H-].[Li+].[Al+3].[CH2:7]([O:14][CH2:15][C@H:16]([CH:20]([CH3:22])[CH3:21])[C:17](O)=[O:18])[C:8]1[CH:13]=[CH:12][CH:11]=[CH:10][CH:9]=1.O.[OH-].[Na+]. Product: [CH2:7]([O:14][CH2:15][C@H:16]([CH:20]([CH3:22])[CH3:21])[CH2:17][OH:18])[C:8]1[CH:13]=[CH:12][CH:11]=[CH:10][CH:9]=1. The catalyst class is: 1. (3) Reactant: C([O:4][CH2:5][CH:6]([CH2:12][CH2:13][N:14]1[CH:22]=[N:21][C:20]2[C:15]1=[N:16][C:17]([NH:23][C:24](=[O:46])[CH2:25][CH2:26]/[CH:27]=[CH:28]\[CH2:29]/[CH:30]=[CH:31]\[CH2:32]/[CH:33]=[CH:34]\[CH2:35]/[CH:36]=[CH:37]\[CH2:38]/[CH:39]=[CH:40]\[CH2:41]/[CH:42]=[CH:43]\[CH2:44][CH3:45])=[N:18][CH:19]=2)[CH2:7][O:8]C(=O)C)(=O)C.C([O-])([O-])=O.[K+].[K+]. Product: [OH:4][CH2:5][CH:6]([CH2:7][OH:8])[CH2:12][CH2:13][N:14]1[CH:22]=[N:21][C:20]2[C:15]1=[N:16][C:17]([NH:23][C:24](=[O:46])[CH2:25][CH2:26]/[CH:27]=[CH:28]\[CH2:29]/[CH:30]=[CH:31]\[CH2:32]/[CH:33]=[CH:34]\[CH2:35]/[CH:36]=[CH:37]\[CH2:38]/[CH:39]=[CH:40]\[CH2:41]/[CH:42]=[CH:43]\[CH2:44][CH3:45])=[N:18][CH:19]=2. The catalyst class is: 20. (4) Reactant: C(OC(=O)[NH:5][C:6]1[N:20]([CH2:21][C:22]2[CH:27]=[CH:26][C:25]([O:28][CH2:29][C:30]3[CH:31]=[N:32][C:33]([O:36][CH3:37])=[CH:34][CH:35]=3)=[C:24]([O:38][CH3:39])[CH:23]=2)[C:9]2=[N:10][CH:11]=[C:12]([C:14]3[CH:19]=[CH:18][CH:17]=[CH:16][CH:15]=3)[CH:13]=[C:8]2[N:7]=1)C.[OH-].[K+]. Product: [CH3:39][O:38][C:24]1[CH:23]=[C:22]([CH:27]=[CH:26][C:25]=1[O:28][CH2:29][C:30]1[CH:31]=[N:32][C:33]([O:36][CH3:37])=[CH:34][CH:35]=1)[CH2:21][N:20]1[C:9]2=[N:10][CH:11]=[C:12]([C:14]3[CH:15]=[CH:16][CH:17]=[CH:18][CH:19]=3)[CH:13]=[C:8]2[N:7]=[C:6]1[NH2:5]. The catalyst class is: 746. (5) Reactant: CN(C)C(N(C)C)=N.[CH3:9][O:10][C:11](=[O:40])[CH:12](P(OC)(OC)=O)[NH:13][C:14](=[O:33])[C:15]1[CH:20]=[CH:19][C:18]([C:21]([NH:23][CH2:24][C:25]2[CH:30]=[CH:29][CH:28]=[C:27]([OH:31])[CH:26]=2)=[O:22])=[CH:17][C:16]=1[Cl:32].[CH3:41][CH:42]([C:44]1[N:45]=[CH:46][S:47][C:48]=1[CH:49]=O)[CH3:43]. Product: [CH3:9][O:10][C:11](=[O:40])/[C:12](/[NH:13][C:14](=[O:33])[C:15]1[CH:20]=[CH:19][C:18]([C:21]([NH:23][CH2:24][C:25]2[CH:30]=[CH:29][CH:28]=[C:27]([OH:31])[CH:26]=2)=[O:22])=[CH:17][C:16]=1[Cl:32])=[CH:49]/[C:48]1[S:47][CH:46]=[N:45][C:44]=1[CH:42]([CH3:43])[CH3:41]. The catalyst class is: 7. (6) Reactant: C1(P(C2C=CC=CC=2)C2C=CC=CC=2)C=CC=CC=1.[CH2:20]([S:27]([NH:30][C:31]1[C:32](=[O:42])[N:33]([CH2:38][CH2:39][CH2:40]O)[C:34]([CH3:37])=[CH:35][CH:36]=1)(=[O:29])=[O:28])[C:21]1[CH:26]=[CH:25][CH:24]=[CH:23][CH:22]=1.C(Br)(Br)(Br)[Br:44]. Product: [CH2:20]([S:27]([NH:30][C:31]1[C:32](=[O:42])[N:33]([CH2:38][CH2:39][CH2:40][Br:44])[C:34]([CH3:37])=[CH:35][CH:36]=1)(=[O:29])=[O:28])[C:21]1[CH:26]=[CH:25][CH:24]=[CH:23][CH:22]=1. The catalyst class is: 3. (7) The catalyst class is: 7. Reactant: [Si:1]([O:8][C:9]1[CH:15]=[CH:14][C:12]([NH2:13])=[CH:11][CH:10]=1)([C:4]([CH3:7])([CH3:6])[CH3:5])([CH3:3])[CH3:2].Br[C:17]1[CH:18]=[N:19][N:20]([CH:22]2[CH2:24][CH2:23]2)[CH:21]=1. Product: [Si:1]([O:8][C:9]1[CH:15]=[CH:14][C:12]([NH:13][C:17]2[CH:18]=[N:19][N:20]([CH:22]3[CH2:24][CH2:23]3)[CH:21]=2)=[CH:11][CH:10]=1)([C:4]([CH3:7])([CH3:6])[CH3:5])([CH3:3])[CH3:2]. (8) Reactant: [NH2:1][C:2]1[CH:24]=[CH:23][C:5]([CH2:6][N:7]2[C:11]([CH3:12])=[C:10]([C:13]3[CH:20]=[CH:19][C:16]([C:17]#[N:18])=[C:15]([Cl:21])[CH:14]=3)[C:9]([CH3:22])=[N:8]2)=[CH:4][CH:3]=1.[F:25][C:26]1[CH:31]=[CH:30][C:29]([S:32](Cl)(=[O:34])=[O:33])=[CH:28][CH:27]=1.Cl. Product: [Cl:21][C:15]1[CH:14]=[C:13]([C:10]2[C:9]([CH3:22])=[N:8][N:7]([CH2:6][C:5]3[CH:4]=[CH:3][C:2]([NH:1][S:32]([C:29]4[CH:30]=[CH:31][C:26]([F:25])=[CH:27][CH:28]=4)(=[O:34])=[O:33])=[CH:24][CH:23]=3)[C:11]=2[CH3:12])[CH:20]=[CH:19][C:16]=1[C:17]#[N:18]. The catalyst class is: 17. (9) Reactant: [F:1][C:2]([F:28])([F:27])[C:3]1[N:8]=[C:7]([S:9]([CH:12]([CH:14]2[CH2:19][CH2:18][N:17]([C:20]([O:22][C:23]([CH3:26])([CH3:25])[CH3:24])=[O:21])[CH2:16][CH2:15]2)[CH3:13])(=[O:11])=[O:10])[CH:6]=[CH:5][CH:4]=1.[CH3:29][Si]([N-][Si](C)(C)C)(C)C.[Na+].CI. Product: [CH3:13][C:12]([CH:14]1[CH2:15][CH2:16][N:17]([C:20]([O:22][C:23]([CH3:24])([CH3:26])[CH3:25])=[O:21])[CH2:18][CH2:19]1)([S:9]([C:7]1[CH:6]=[CH:5][CH:4]=[C:3]([C:2]([F:1])([F:27])[F:28])[N:8]=1)(=[O:10])=[O:11])[CH3:29]. The catalyst class is: 7. (10) Reactant: [O:1]1[C:5]2=[CH:6][N:7]=[CH:8][CH:9]=[C:4]2[CH:3]=[C:2]1[C:10]([NH:12][CH2:13][C:14]1[CH:19]=[CH:18][C:17]([S:20](CCC(OC)=O)(=[O:22])=[O:21])=[CH:16][CH:15]=1)=[O:11].[O-]CC.[Na+:32].N1C2C(=CC=CC=2)C=N1. Product: [O:1]1[C:5]2=[CH:6][N:7]=[CH:8][CH:9]=[C:4]2[CH:3]=[C:2]1[C:10]([NH:12][CH2:13][C:14]1[CH:15]=[CH:16][C:17]([S:20]([O-:22])=[O:21])=[CH:18][CH:19]=1)=[O:11].[Na+:32]. The catalyst class is: 5.